From a dataset of Catalyst prediction with 721,799 reactions and 888 catalyst types from USPTO. Predict which catalyst facilitates the given reaction. Reactant: [Cl:1][C:2]1[CH:3]=[C:4]([CH:7]=[CH:8][C:9]=1[CH3:10])[C:5]#[N:6].C1C(=O)N([Br:18])C(=O)C1. Product: [Br:18][CH2:10][C:9]1[CH:8]=[CH:7][C:4]([C:5]#[N:6])=[CH:3][C:2]=1[Cl:1]. The catalyst class is: 734.